Dataset: Catalyst prediction with 721,799 reactions and 888 catalyst types from USPTO. Task: Predict which catalyst facilitates the given reaction. (1) Reactant: [CH3:1][O:2][C:3]1[N:8]=[C:7]([CH:9]([NH2:23])[CH:10]([C:17]2[CH:18]=[N:19][CH:20]=[CH:21][CH:22]=2)[C:11]2[CH:12]=[N:13][CH:14]=[CH:15][CH:16]=2)[CH:6]=[CH:5][CH:4]=1.[O:24]([CH2:28][CH:29]=O)[CH2:25][CH:26]=O.O.[BH3-]C#N.[Na+].Cl. Product: [CH3:1][O:2][C:3]1[N:8]=[C:7]([CH:9]([N:23]2[CH2:29][CH2:28][O:24][CH2:25][CH2:26]2)[CH:10]([C:17]2[CH:18]=[N:19][CH:20]=[CH:21][CH:22]=2)[C:11]2[CH:12]=[N:13][CH:14]=[CH:15][CH:16]=2)[CH:6]=[CH:5][CH:4]=1. The catalyst class is: 23. (2) Reactant: [O:1]=[C:2]1[NH:7][C:6]2[CH:8]=[C:9]([C:11]3[CH:16]=[CH:15][CH:14]=[CH:13][CH:12]=3)[S:10][C:5]=2[C:4](=[O:17])[N:3]1[CH:18]1[CH2:23][CH2:22][N:21]([C:24]([O:26][C:27]([CH3:30])([CH3:29])[CH3:28])=[O:25])[CH2:20][CH2:19]1.Cl[CH2:32][C:33]1[N:34]=[C:35]([CH2:38][CH3:39])[O:36][CH:37]=1.C(=O)([O-])[O-].[K+].[K+]. Product: [CH2:38]([C:35]1[O:36][CH:37]=[C:33]([CH2:32][N:7]2[C:6]3[CH:8]=[C:9]([C:11]4[CH:16]=[CH:15][CH:14]=[CH:13][CH:12]=4)[S:10][C:5]=3[C:4](=[O:17])[N:3]([CH:18]3[CH2:23][CH2:22][N:21]([C:24]([O:26][C:27]([CH3:30])([CH3:29])[CH3:28])=[O:25])[CH2:20][CH2:19]3)[C:2]2=[O:1])[N:34]=1)[CH3:39]. The catalyst class is: 3.